Dataset: Peptide-MHC class I binding affinity with 185,985 pairs from IEDB/IMGT. Task: Regression. Given a peptide amino acid sequence and an MHC pseudo amino acid sequence, predict their binding affinity value. This is MHC class I binding data. (1) The peptide sequence is ESIEDKFDY. The MHC is HLA-A33:01 with pseudo-sequence HLA-A33:01. The binding affinity (normalized) is 0. (2) The peptide sequence is LRGKWQRRYR. The MHC is HLA-A33:01 with pseudo-sequence HLA-A33:01. The binding affinity (normalized) is 0.632. (3) The peptide sequence is SHYSHNPKL. The MHC is HLA-A02:01 with pseudo-sequence HLA-A02:01. The binding affinity (normalized) is 0.0847.